This data is from Full USPTO retrosynthesis dataset with 1.9M reactions from patents (1976-2016). The task is: Predict the reactants needed to synthesize the given product. Given the product [O:16]1[C:11]2[C:12](=[CH:25][CH:26]=[CH:9][CH:10]=2)[C:13](=[O:27])[C:14]([C:17]2[CH:22]=[CH:21][CH:20]=[CH:19][CH:18]=2)=[CH:15]1, predict the reactants needed to synthesize it. The reactants are: C(O[C:9]1[CH:26]=[CH:25][C:12]2[CH:13]=[C:14]([C:17]3[CH:22]=[CH:21][C:20](OC)=[CH:19][CH:18]=3)[CH2:15][O:16][C:11]=2[CH:10]=1)C1C=CC=CC=1.[O:27]1C2C(=CC=CC=2)C(O)CC1.ClC1C(=O)C(C#N)=C(C#N)C(=O)C=1Cl.